The task is: Predict the product of the given reaction.. This data is from Forward reaction prediction with 1.9M reactions from USPTO patents (1976-2016). (1) Given the reactants [CH:1]([C:5]1[CH:18]=[CH:17][C:16]2[C:7](=[C:8]3[C:13](=[CH:14][CH:15]=2)[CH:12]=[CH:11][C:10]([CH:19]([CH2:21][CH3:22])[CH3:20])=[N:9]3)[N:6]=1)([CH2:3][CH3:4])[CH3:2].[CH3:23]C1C2C(=C3C(=CC=2)C=CC=N3)N=CC=1.C([Li])(CC)C, predict the reaction product. The product is: [CH:19]([C:10]1[CH:11]=[C:12]([CH3:23])[C:13]2[C:8](=[C:7]3[C:16](=[CH:15][CH:14]=2)[CH:17]=[CH:18][C:5]([CH:1]([CH2:3][CH3:4])[CH3:2])=[N:6]3)[N:9]=1)([CH2:21][CH3:22])[CH3:20]. (2) Given the reactants Br[CH2:2][CH:3](OCC)OCC.Cl.C([O-])(O)=O.[Na+].[NH2:16][C:17]1[CH:18]=[C:19]([CH:24]=[CH:25][N:26]=1)[C:20]([O:22][CH3:23])=[O:21], predict the reaction product. The product is: [N:16]1[CH:2]=[CH:3][N:26]2[CH:25]=[CH:24][C:19]([C:20]([O:22][CH3:23])=[O:21])=[CH:18][C:17]=12. (3) Given the reactants [OH:1][C:2]1[C:11]2[CH:10]=[C:9]([O:12][CH3:13])[N:8]=[N:7][C:6]=2[N:5]([CH3:14])[C:4](=[O:15])[C:3]=1[C:16]([O:18]C)=O.ClC1N=NC2N(C)C(=O)[C:29]([C:32]([O:34]C)=[O:33])=C(O)C=2C=1.C[O-].[Na+].[NH3:41], predict the reaction product. The product is: [OH:1][C:2]1[C:11]2[CH:10]=[C:9]([O:12][CH3:13])[N:8]=[N:7][C:6]=2[N:5]([CH3:14])[C:4](=[O:15])[C:3]=1[C:16]([NH:41][CH2:29][C:32]([OH:34])=[O:33])=[O:18]. (4) Given the reactants [CH3:1][O:2][C:3]1[CH:8]=[CH:7][C:6]([C:9]2[NH:13][N:12]=[C:11]3[C:14]4[C:19]([C:20](=[O:21])[C:10]=23)=[C:18]([NH:22]C(=O)C)[CH:17]=[CH:16][CH:15]=4)=[CH:5][CH:4]=1.Cl, predict the reaction product. The product is: [NH2:22][C:18]1[CH:17]=[CH:16][CH:15]=[C:14]2[C:19]=1[C:20](=[O:21])[C:10]1[C:11]2=[N:12][N:13]([C:3]2[CH:8]=[CH:7][CH:6]=[CH:5][CH:4]=2)[C:9]=1[C:6]1[CH:5]=[CH:4][C:3]([O:2][CH3:1])=[CH:8][CH:7]=1. (5) Given the reactants [CH2:1]([O:3][P:4]([CH2:9][C:10]1[CH:15]=[CH:14][C:13]([NH:16][C:17]2[N:22]=[C:21]([NH:23][C:24]3[C:25]([C:31](=[O:34])[NH:32][CH3:33])=[N:26][C:27]([Br:30])=[CH:28][CH:29]=3)[C:20]([C:35]([F:38])([F:37])[F:36])=[CH:19][N:18]=2)=[C:12]([O:39][CH3:40])[CH:11]=1)(=[O:8])[O:5]CC)[CH3:2].[I-].[Na+], predict the reaction product. The product is: [Br:30][C:27]1[N:26]=[C:25]([C:31](=[O:34])[NH:32][CH3:33])[C:24]([NH:23][C:21]2[C:20]([C:35]([F:38])([F:36])[F:37])=[CH:19][N:18]=[C:17]([NH:16][C:13]3[CH:14]=[CH:15][C:10]([CH2:9][P:4](=[O:5])([OH:8])[O:3][CH2:1][CH3:2])=[CH:11][C:12]=3[O:39][CH3:40])[N:22]=2)=[CH:29][CH:28]=1. (6) Given the reactants [CH3:1][O:2][C:3]1[CH:8]=[CH:7][C:6]([NH2:9])=[CH:5][CH:4]=1.C(N(CC)CC)C.[C:17](O)(=[O:24])[C:18]1[CH:23]=[CH:22][N:21]=[CH:20][CH:19]=1.CCCP1(OP(CCC)(=O)OP(CCC)(=O)O1)=O, predict the reaction product. The product is: [CH3:1][O:2][C:3]1[CH:8]=[CH:7][C:6]([NH:9][C:17](=[O:24])[C:18]2[CH:23]=[CH:22][N:21]=[CH:20][CH:19]=2)=[CH:5][CH:4]=1. (7) Given the reactants [S:1]1[CH:5]=[CH:4][N:3]=[C:2]1[C:6]#[C:7][CH2:8][CH2:9][C:10]1[CH:17]=[CH:16][C:13]([C:14]#N)=[CH:12]C=1.[CH3:18][N:19](C)C(=O)C, predict the reaction product. The product is: [S:1]1[CH:5]=[CH:4][N:3]2[C:8]([C:9]3[CH:10]=[CH:17][C:16]([C:18]#[N:19])=[C:13]([CH3:12])[CH:14]=3)=[CH:7][CH:6]=[C:2]12. (8) Given the reactants C(OC([NH:8][C:9]1([CH3:21])[CH2:14][CH2:13][N:12]([C:15]2[N:20]=[CH:19][CH:18]=[CH:17][N:16]=2)[CH2:11][CH2:10]1)=O)(C)(C)C.ClC1N=CC=CN=1.FC(F)(F)C(O)=O, predict the reaction product. The product is: [NH2:8][C:9]1([CH3:21])[CH2:14][CH2:13][N:12]([C:15]2[N:16]=[CH:17][CH:18]=[CH:19][N:20]=2)[CH2:11][CH2:10]1.